From a dataset of Forward reaction prediction with 1.9M reactions from USPTO patents (1976-2016). Predict the product of the given reaction. (1) Given the reactants [Cl:1][CH2:2][CH2:3][OH:4].C([N-]C(C)C)(C)C.[Li+].[Br:13][C:14]1[CH:19]=[C:18](F)[C:17]([N+:21]([O-:23])=[O:22])=[CH:16][C:15]=1[C:24]([F:27])([F:26])[F:25].O, predict the reaction product. The product is: [Br:13][C:14]1[CH:19]=[C:18]([O:4][CH2:3][CH2:2][Cl:1])[C:17]([N+:21]([O-:23])=[O:22])=[CH:16][C:15]=1[C:24]([F:25])([F:26])[F:27]. (2) Given the reactants I(C1C=CC=CC=1C(O)=O)(=O)=O.[N:13]1([C:22]2[CH:27]=[CH:26][N:25]=[C:24]([NH:28][C@H:29]3[CH2:34][CH2:33][C@H:32]([CH2:35][OH:36])[CH2:31][CH2:30]3)[N:23]=2)[C:17]2[CH:18]=[CH:19][CH:20]=[CH:21][C:16]=2[N:15]=[N:14]1.O.CCOC(C)=O, predict the reaction product. The product is: [N:13]1([C:22]2[CH:27]=[CH:26][N:25]=[C:24]([NH:28][CH:29]3[CH2:30][CH2:31][CH:32]([CH:35]=[O:36])[CH2:33][CH2:34]3)[N:23]=2)[C:17]2[CH:18]=[CH:19][CH:20]=[CH:21][C:16]=2[N:15]=[N:14]1. (3) Given the reactants C(OC([N:8]1[CH2:17][CH2:16][C:15]2[NH:14][N:13]=[C:12]([C:18]3[CH:23]=[CH:22][C:21]([Cl:24])=[CH:20][CH:19]=3)[C:11]=2[CH2:10][CH2:9]1)=O)(C)(C)C.[F:25][C:26]1[CH:27]=[C:28]([CH:31]=[CH:32][C:33]=1[O:34][CH3:35])[CH2:29]Br.C(OC(N1CCC2C(=C(C3C=CC(Cl)=CC=3)N(CC3C=CC(OC)=C(F)C=3)N=2)CC1)=O)(C)(C)C, predict the reaction product. The product is: [Cl:24][C:21]1[CH:20]=[CH:19][C:18]([C:12]2[C:11]3[CH2:10][CH2:9][NH:8][CH2:17][CH2:16][C:15]=3[N:14]([CH2:29][C:28]3[CH:31]=[CH:32][C:33]([O:34][CH3:35])=[C:26]([F:25])[CH:27]=3)[N:13]=2)=[CH:23][CH:22]=1. (4) Given the reactants [F:1][C:2]1[CH:3]=[C:4]([C:9]2([C:15]([N:17]([CH3:19])[CH3:18])=O)[CH2:14][CH2:13][CH2:12][CH2:11][CH2:10]2)[CH:5]=[CH:6][C:7]=1[F:8].[ClH:20], predict the reaction product. The product is: [ClH:20].[F:1][C:2]1[CH:3]=[C:4]([C:9]2([CH2:15][N:17]([CH3:19])[CH3:18])[CH2:14][CH2:13][CH2:12][CH2:11][CH2:10]2)[CH:5]=[CH:6][C:7]=1[F:8].